From a dataset of Full USPTO retrosynthesis dataset with 1.9M reactions from patents (1976-2016). Predict the reactants needed to synthesize the given product. (1) The reactants are: [C:1]([O:5][C@@H](C1C(C)=C(C=O)C2=NC3=CN2C=1N1C[CH2:3][C:1]([CH3:4])([O:5]CCCC[C@H](C)OC2C=CC(F)=CC=2C2C=C3C=CC=2)[CH2:2]C1)C(OC)=O)([CH3:4])([CH3:3])[CH3:2].[C:51]([O:55][C@@H:56]([C:61]1[C:90]([CH3:91])=[C:89]([CH2:92][NH:93]C(C)C)[C:88]2=[N:97][C:85]3=[CH:86][N:87]2[C:62]=1[N:63]1[CH2:102][CH2:101][C:66]([CH3:103])([O:67][CH2:68][CH2:69][CH2:70][CH2:71][C@H:72]([CH3:100])[O:73][C:74]2[CH:75]=[CH:76][C:77]([F:99])=[CH:78][C:79]=2[C:80]2[CH:98]=[C:84]3[CH:83]=[CH:82][CH:81]=2)[CH2:65][CH2:64]1)[C:57]([O:59][CH3:60])=[O:58])([CH3:54])([CH3:53])[CH3:52]. Given the product [C:51]([O:55][C@@H:56]([C:61]1[C:90]([CH3:91])=[C:89]([CH2:92][NH:93][CH2:2][C:1]([OH:5])([CH3:4])[CH3:3])[C:88]2=[N:97][C:85]3=[CH:86][N:87]2[C:62]=1[N:63]1[CH2:64][CH2:65][C:66]([CH3:103])([O:67][CH2:68][CH2:69][CH2:70][CH2:71][C@H:72]([CH3:100])[O:73][C:74]2[CH:75]=[CH:76][C:77]([F:99])=[CH:78][C:79]=2[C:80]2[CH:98]=[C:84]3[CH:83]=[CH:82][CH:81]=2)[CH2:101][CH2:102]1)[C:57]([O:59][CH3:60])=[O:58])([CH3:53])([CH3:54])[CH3:52], predict the reactants needed to synthesize it. (2) The reactants are: [CH2:1]([O:8][CH2:9][N:10]1[C:32](=[O:33])[C:31]([CH3:34])=[CH:30][N:12]([C@@H:13]2[O:20][C@H:17]([CH2:18][OH:19])[C@@:15]([CH2:21][O:22][CH2:23][C:24]3[CH:29]=[CH:28][CH:27]=[CH:26][CH:25]=3)([OH:16])[CH2:14]2)[C:11]1=[O:35])[C:2]1[CH:7]=[CH:6][CH:5]=[CH:4][CH:3]=1.C1CCC(N=C=NC2CCCCC2)CC1.P(=O)(O)(O)[OH:52]. Given the product [CH2:1]([O:8][CH2:9][N:10]1[C:32](=[O:33])[C:31]([CH3:34])=[CH:30][N:12]([C@@H:13]2[O:20][C@H:17]([C:18](=[O:52])[OH:19])[C@@:15]([CH2:21][O:22][CH2:23][C:24]3[CH:29]=[CH:28][CH:27]=[CH:26][CH:25]=3)([OH:16])[CH2:14]2)[C:11]1=[O:35])[C:2]1[CH:3]=[CH:4][CH:5]=[CH:6][CH:7]=1, predict the reactants needed to synthesize it. (3) Given the product [NH2:8][C@H:9]([C:22]([OH:24])=[O:23])[CH2:10]/[CH:11]=[C:12](\[CH2:18][CH2:19][CH2:20][F:21])/[C:13]([OH:15])=[O:14], predict the reactants needed to synthesize it. The reactants are: C(OC([NH:8][C@H:9]([C:22]([O:24]C(C)(C)C)=[O:23])[CH2:10]/[CH:11]=[C:12](\[CH2:18][CH2:19][CH2:20][F:21])/[C:13]([O:15]CC)=[O:14])=O)(C)(C)C.Cl. (4) Given the product [CH2:15]([C:9]1[CH:8]=[CH:7][C:6]2[C:11](=[C:2]([OH:1])[C:3]([C:12]([NH2:24])=[O:14])=[CH:4][CH:5]=2)[N:10]=1)[C:16]1[CH:21]=[CH:20][CH:19]=[CH:18][CH:17]=1, predict the reactants needed to synthesize it. The reactants are: [OH:1][C:2]1[C:3]([C:12]([OH:14])=O)=[CH:4][CH:5]=[C:6]2[C:11]=1[N:10]=[CH:9][CH:8]=[CH:7]2.[CH2:15](N)[C:16]1[CH:21]=[CH:20][CH:19]=[CH:18][CH:17]=1.O[N:24]1C2C=CC=CC=2N=N1.Cl.CN(C)CCCN=C=NCC.C(N(CC)CC)C.